The task is: Predict the reactants needed to synthesize the given product.. This data is from Full USPTO retrosynthesis dataset with 1.9M reactions from patents (1976-2016). (1) Given the product [CH2:10]([C:6]1[CH:7]=[C:2]([Cl:1])[N:3]=[CH:4][N:5]=1)[C:11]1[CH:16]=[CH:15][CH:14]=[CH:13][CH:12]=1, predict the reactants needed to synthesize it. The reactants are: [Cl:1][C:2]1[CH:7]=[C:6](Cl)[N:5]=[CH:4][N:3]=1.[Cl-].[CH2:10]([Zn+])[C:11]1[CH:16]=[CH:15][CH:14]=[CH:13][CH:12]=1. (2) Given the product [NH:22]([C:2]1[N:10]=[C:9]2[C:5]([N:6]=[CH:7][N:8]2[CH3:11])=[C:4]([NH:12][CH2:13][CH2:14][C:15]2[CH:20]=[CH:19][CH:18]=[CH:17][CH:16]=2)[N:3]=1)[NH2:23], predict the reactants needed to synthesize it. The reactants are: Cl[C:2]1[N:10]=[C:9]2[C:5]([N:6]=[CH:7][N:8]2[CH3:11])=[C:4]([NH:12][CH2:13][CH2:14][C:15]2[CH:20]=[CH:19][CH:18]=[CH:17][CH:16]=2)[N:3]=1.O.[NH2:22][NH2:23]. (3) Given the product [CH:1]1([C:6]2[NH:11][C:10](=[O:12])[C:9]3=[C:13]([CH2:14][CH3:15])[N:16]=[C:17]([CH:18]([CH2:23][CH3:24])[CH2:19][CH2:20][CH2:21][CH3:22])[N:8]3[N:7]=2)[CH2:5][CH2:4][CH2:3][CH2:2]1, predict the reactants needed to synthesize it. The reactants are: [CH:1]1([C:6]2[NH:11][C:10](=[O:12])[C:9]([CH:13]([NH:16][C:17](=O)[CH:18]([CH2:23][CH3:24])[CH2:19][CH2:20][CH2:21][CH3:22])[CH2:14][CH3:15])=[N:8][N:7]=2)[CH2:5][CH2:4][CH2:3][CH2:2]1.P(Cl)(Cl)(Cl)=O. (4) Given the product [Cl:33][C:19]1[C:18]2[C:13](=[CH:14][CH:15]=[C:16]([F:21])[CH:17]=2)[N:12]([CH2:22][C:23]2[CH:28]=[CH:27][C:26]([F:29])=[CH:25][CH:24]=2)[C:11](=[O:30])[C:10]=1[C:8]#[N:7], predict the reactants needed to synthesize it. The reactants are: C1([NH:7][C:8]([C:10]2[C:11](=[O:30])[N:12]([CH2:22][C:23]3[CH:28]=[CH:27][C:26]([F:29])=[CH:25][CH:24]=3)[C:13]3[C:18]([C:19]=2O)=[CH:17][C:16]([F:21])=[CH:15][CH:14]=3)=O)CCCCC1.P(Cl)(Cl)([Cl:33])=O. (5) Given the product [C:4]([OH:6])(=[O:5])[CH3:3].[NH:11]1[CH:12]=[CH:13][C:9]([NH:8][C:16](=[NH:15])[CH3:17])=[N:10]1, predict the reactants needed to synthesize it. The reactants are: [Na+].[Cl-].[CH3:3][C:4]([O-:6])=[O:5].[Na+].[NH2:8][C:9]1[CH:13]=[CH:12][NH:11][N:10]=1.Cl.[NH:15]=[CH:16][C:17](OC)=O. (6) Given the product [C@H:27]([NH:31][C:3]([C:4]1[CH:10]=[C:11]([C:13]2[CH:18]=[C:17]([F:19])[CH:16]=[CH:15][C:14]=2[O:20][CH3:21])[N:26]([CH2:25][CH:22]2[CH2:24][CH2:23]2)[C:5]=1[CH3:6])=[O:2])([CH2:29][CH3:30])[CH3:28], predict the reactants needed to synthesize it. The reactants are: C[O:2][C:3](=O)[CH2:4][C:5](=O)[CH3:6].Br[CH2:10][C:11]([C:13]1[CH:18]=[C:17]([F:19])[CH:16]=[CH:15][C:14]=1[O:20][CH3:21])=O.[CH:22]1([CH2:25][NH2:26])[CH2:24][CH2:23]1.[C@H:27]([NH2:31])([CH2:29][CH3:30])[CH3:28]. (7) Given the product [CH3:27][Si:24]([CH3:25])([CH3:26])[CH2:23][CH2:22][O:21][CH2:20][O:19][CH2:18][C:16]1[N:17]=[C:13]([C:11]2[O:28][CH:8]=[N:9][N:10]=2)[S:14][CH:15]=1, predict the reactants needed to synthesize it. The reactants are: CC(C)(C[C:8](=[O:28])[NH:9][NH:10][C:11]([C:13]1[S:14][CH:15]=[C:16]([CH2:18][O:19][CH2:20][O:21][CH2:22][CH2:23][Si:24]([CH3:27])([CH3:26])[CH3:25])[N:17]=1)=O)C(OC)=O.C(OC(OCC)OCC)C. (8) Given the product [C:2]1([CH3:41])[CH:7]=[CH:6][C:5]([C:8]2[C:17](=[O:18])[C:16]3[C:11](=[CH:12][CH:13]=[N:14][C:15]=3[NH:19][CH2:35][CH2:34][C:31]3[CH:32]=[CH:33][CH:28]=[CH:29][CH:30]=3)[NH:10][CH:9]=2)=[CH:4][CH:3]=1, predict the reactants needed to synthesize it. The reactants are: F[C:2]1[CH:7]=[CH:6][C:5]([C:8]2[C:17](=[O:18])[C:16]3[C:11](=[CH:12][CH:13]=[N:14][C:15]=3[NH:19]C3C=CC(Cl)=CC=3)[NH:10][CH:9]=2)=[CH:4][CH:3]=1.Cl[C:28]1[CH:33]=[CH:32][C:31]([CH2:34][C:35](OCC)=O)=[CH:30][CH:29]=1.F[C:41]1C=CC(CC(OCC)=O)=CC=1.C(N)CC1C=CC=CC=1.ClC1C=CC(N)=CC=1.